From a dataset of Catalyst prediction with 721,799 reactions and 888 catalyst types from USPTO. Predict which catalyst facilitates the given reaction. (1) Reactant: [N+:1]([C:4]1[CH:5]=[C:6]([OH:14])[CH:7]=[C:8]([C:10]([F:13])([F:12])[F:11])[CH:9]=1)([O-:3])=[O:2].O[CH2:16][C@@H:17]1[CH2:21][CH2:20][CH2:19][N:18]1[C:22]([O:24][C:25]([CH3:28])([CH3:27])[CH3:26])=[O:23].C1(P(C2C=CC=CC=2)C2C=CC=CC=2)C=CC=CC=1.N(C(OC(C)C)=O)=NC(OC(C)C)=O. Product: [N+:1]([C:4]1[CH:5]=[C:6]([CH:7]=[C:8]([C:10]([F:11])([F:12])[F:13])[CH:9]=1)[O:14][CH2:16][C@@H:17]1[CH2:21][CH2:20][CH2:19][N:18]1[C:22]([O:24][C:25]([CH3:26])([CH3:28])[CH3:27])=[O:23])([O-:3])=[O:2]. The catalyst class is: 48. (2) Reactant: [CH3:1]C(C)([O-])C.[K+].C(NC(C)C)(C)C.[Li]CCCC.[CH:19]1([C:24]2[CH:29]=[CH:28][C:27]([O:30][CH3:31])=[CH:26][N:25]=2)[CH2:23][CH2:22][CH2:21][CH2:20]1.CI. Product: [CH3:31][O:30][C:27]1[CH:28]=[CH:29][C:24]([C:19]2([CH3:1])[CH2:20][CH2:21][CH2:22][CH2:23]2)=[N:25][CH:26]=1. The catalyst class is: 1. (3) Reactant: [Li+].CC([N-]C(C)C)C.[CH3:9][O:10][C:11](=[O:16])/[CH:12]=[CH:13]/[O:14][CH3:15].[CH:17]1([CH2:23]C=O)[CH2:22][CH2:21][CH2:20][CH2:19][CH2:18]1.Cl. Product: [CH:17]1([CH2:23][CH:9]2[O:10][C:11](=[O:16])[CH:12]=[C:13]2[O:14][CH3:15])[CH2:22][CH2:21][CH2:20][CH2:19][CH2:18]1. The catalyst class is: 1. (4) Reactant: [Br:1][C:2]1[CH:7]=[CH:6][C:5]([CH2:8][CH2:9][C:10]([NH:12][CH2:13][C:14](=O)[CH2:15][C:16]([CH3:20])([CH3:19])[CH2:17][CH3:18])=O)=[CH:4][CH:3]=1.C([O-])(=O)C.[NH4+:26].[OH-].[NH4+]. Product: [Br:1][C:2]1[CH:7]=[CH:6][C:5]([CH2:8][CH2:9][C:10]2[NH:12][CH:13]=[C:14]([CH2:15][C:16]([CH3:20])([CH3:19])[CH2:17][CH3:18])[N:26]=2)=[CH:4][CH:3]=1. The catalyst class is: 15. (5) Reactant: [C:1]([N:5]1[CH2:10][CH2:9][C:8](=O)[CH2:7][CH2:6]1)([CH3:4])([CH3:3])[CH3:2].[CH2:12]([NH2:19])[C:13]1[CH:18]=[CH:17][CH:16]=[CH:15][CH:14]=1.C(O[BH-](OC(=O)C)OC(=O)C)(=O)C.[Na+]. Product: [CH2:12]([NH:19][CH:8]1[CH2:9][CH2:10][N:5]([C:1]([CH3:4])([CH3:3])[CH3:2])[CH2:6][CH2:7]1)[C:13]1[CH:18]=[CH:17][CH:16]=[CH:15][CH:14]=1. The catalyst class is: 15. (6) Reactant: F[C:2]1[C:3]([C:9]#[N:10])=[N:4][CH:5]=[CH:6][C:7]=1[I:8].O.[NH2:12][NH2:13]. Product: [I:8][C:7]1[CH:6]=[CH:5][N:4]=[C:3]2[C:9]([NH2:10])=[N:12][NH:13][C:2]=12. The catalyst class is: 51. (7) Reactant: C[O:2][C:3]1[CH:8]=[CH:7][C:6]([CH:9]=[CH2:10])=[CH:5][N:4]=1.[Na+].[I-].C[Si](Cl)(C)C. Product: [CH2:9]([C:6]1[CH:7]=[CH:8][C:3](=[O:2])[NH:4][CH:5]=1)[CH3:10]. The catalyst class is: 19. (8) Reactant: Cl[C:2]1[CH:7]=[C:6]([N+:8]([O-:10])=[O:9])[CH:5]=[CH:4][N+:3]=1[O-:11].[NH2:12][CH2:13][C:14]1[CH:19]=[CH:18][C:17]([C:20]2[C:21]([C:27]([O:29][CH3:30])=[O:28])=[C:22]([F:26])[CH:23]=[CH:24][CH:25]=2)=[CH:16][C:15]=1[F:31].CN1CCOCC1. Product: [F:26][C:22]1[CH:23]=[CH:24][CH:25]=[C:20]([C:17]2[CH:18]=[CH:19][C:14]([CH2:13][NH:12][C:2]3[CH:7]=[C:6]([N+:8]([O-:10])=[O:9])[CH:5]=[CH:4][N+:3]=3[O-:11])=[C:15]([F:31])[CH:16]=2)[C:21]=1[C:27]([O:29][CH3:30])=[O:28]. The catalyst class is: 5. (9) Reactant: [CH3:1][C:2]1([CH3:9])[O:6][CH:5]([CH2:7][OH:8])[CH2:4][O:3]1.[H-].[Na+].Br[C:13]1[N:18]=[C:17]([C:19]([OH:21])=[O:20])[CH:16]=[CH:15][CH:14]=1.O. Product: [CH3:1][C:2]1([CH3:9])[O:6][CH:5]([CH2:7][O:8][C:13]2[N:18]=[C:17]([C:19]([OH:21])=[O:20])[CH:16]=[CH:15][CH:14]=2)[CH2:4][O:3]1. The catalyst class is: 1.